This data is from Full USPTO retrosynthesis dataset with 1.9M reactions from patents (1976-2016). The task is: Predict the reactants needed to synthesize the given product. (1) Given the product [C:1]([O:9][CH2:10][C:11]1([CH2:12][OH:13])[O:18][CH2:17][CH2:16][CH2:15][O:14]1)(=[O:8])[C:2]1[CH:7]=[CH:6][CH:5]=[CH:4][CH:3]=1, predict the reactants needed to synthesize it. The reactants are: [C:1]([O:9][CH2:10][C:11](=[O:14])[CH2:12][OH:13])(=[O:8])[C:2]1[CH:7]=[CH:6][CH:5]=[CH:4][CH:3]=1.[CH2:15](O)[CH2:16][CH2:17][OH:18].C(OCC)(OCC)OCC.O.C1(C)C=CC(S(O)(=O)=O)=CC=1. (2) The reactants are: [CH2:1]([N:8]1[CH:13]2[C:14]([F:17])([F:16])[CH2:15][CH:9]1[CH2:10][CH:11](CC([O-])=O)[CH2:12]2)[C:2]1[CH:7]=[CH:6][CH:5]=[CH:4][CH:3]=1.C([O-])([O-])=[O:23].[K+].[K+]. Given the product [CH2:1]([N:8]1[CH:13]2[C:14]([F:17])([F:16])[CH2:15][CH:9]1[CH2:10][CH:11]([OH:23])[CH2:12]2)[C:2]1[CH:7]=[CH:6][CH:5]=[CH:4][CH:3]=1, predict the reactants needed to synthesize it.